This data is from Forward reaction prediction with 1.9M reactions from USPTO patents (1976-2016). The task is: Predict the product of the given reaction. (1) Given the reactants C(O[BH-](OC(=O)C)OC(=O)C)(=O)C.[Na+].[O:15]1[C:19]2([CH2:24][CH2:23][C:22](=O)[CH2:21][CH2:20]2)[O:18][CH2:17][CH2:16]1.[NH:26]1[CH2:31][CH2:30][O:29][CH2:28][CH2:27]1.CC(O)=O, predict the reaction product. The product is: [O:15]1[C:19]2([CH2:24][CH2:23][CH:22]([N:26]3[CH2:31][CH2:30][O:29][CH2:28][CH2:27]3)[CH2:21][CH2:20]2)[O:18][CH2:17][CH2:16]1. (2) Given the reactants [NH2:1][C:2]1[CH:7]=[CH:6][C:5]([Cl:8])=[CH:4][C:3]=1[CH:9]([C:11]1[CH:16]=[CH:15][CH:14]=[C:13]([O:17][CH3:18])[C:12]=1[O:19][CH3:20])[OH:10].[CH3:21][O:22][C:23]1[CH:30]=[C:29]([O:31][CH3:32])[CH:28]=[CH:27][C:24]=1[CH:25]=O.C([BH3-])#N.[Na+], predict the reaction product. The product is: [Cl:8][C:5]1[CH:6]=[CH:7][C:2]([NH:1][CH2:25][C:24]2[CH:27]=[CH:28][C:29]([O:31][CH3:32])=[CH:30][C:23]=2[O:22][CH3:21])=[C:3]([CH:9]([C:11]2[CH:16]=[CH:15][CH:14]=[C:13]([O:17][CH3:18])[C:12]=2[O:19][CH3:20])[OH:10])[CH:4]=1. (3) Given the reactants C[O:2][C:3](=[O:39])[CH2:4][CH2:5][C:6]([C:8]1[C:16]2[C:11](=[CH:12][CH:13]=[C:14]([Br:17])[CH:15]=2)[N:10]([C:18]2[N:27]=[C:26]([C:28]3[CH:33]=[CH:32][CH:31]=[CH:30][N:29]=3)[C:25]3[C:20](=[CH:21][CH:22]=[C:23]([C:34]4[O:35][CH:36]=[CH:37][CH:38]=4)[CH:24]=3)[N:19]=2)[CH:9]=1)=[O:7].[OH-].[Na+].Cl.O, predict the reaction product. The product is: [Br:17][C:14]1[CH:15]=[C:16]2[C:11](=[CH:12][CH:13]=1)[N:10]([C:18]1[N:27]=[C:26]([C:28]3[CH:33]=[CH:32][CH:31]=[CH:30][N:29]=3)[C:25]3[C:20](=[CH:21][CH:22]=[C:23]([C:34]4[O:35][CH:36]=[CH:37][CH:38]=4)[CH:24]=3)[N:19]=1)[CH:9]=[C:8]2[C:6](=[O:7])[CH2:5][CH2:4][C:3]([OH:39])=[O:2]. (4) Given the reactants [CH:1]1([C:7]2[CH:16]=[CH:15][C:10]([C:11](OC)=[O:12])=[CH:9][CH:8]=2)[CH2:6][CH2:5][CH2:4][CH2:3][CH2:2]1.[H-].[H-].[H-].[H-].[Li+].[Al+3].O.O.O.O.O.O.O.O.O.O.S([O-])([O-])(=O)=O.[Na+].[Na+].CCOCC, predict the reaction product. The product is: [CH:1]1([C:7]2[CH:8]=[CH:9][C:10]([CH2:11][OH:12])=[CH:15][CH:16]=2)[CH2:2][CH2:3][CH2:4][CH2:5][CH2:6]1.